From a dataset of Forward reaction prediction with 1.9M reactions from USPTO patents (1976-2016). Predict the product of the given reaction. (1) Given the reactants Br[CH:2]([CH3:16])[C:3]([C:5]1[CH:15]=[CH:14][C:8]([O:9][CH2:10][C:11]([OH:13])=[O:12])=[CH:7][CH:6]=1)=[O:4].[CH3:17][NH2:18].O, predict the reaction product. The product is: [CH3:17][NH:18][CH:2]([CH3:16])[C:3]([C:5]1[CH:15]=[CH:14][C:8]([O:9][CH2:10][C:11]([OH:13])=[O:12])=[CH:7][CH:6]=1)=[O:4]. (2) Given the reactants CS[C:3]1[S:4]/[C:5](=[CH:9]\[C:10]2[CH:11]=[C:12]3[C:17](=[CH:18][CH:19]=2)[N:16]=[CH:15][CH:14]=[CH:13]3)/[C:6](=[O:8])[N:7]=1.[NH2:20][CH:21]([C:25]1[CH:30]=[CH:29][CH:28]=[CH:27][CH:26]=1)[CH2:22][CH2:23][OH:24].CCN(C(C)C)C(C)C, predict the reaction product. The product is: [OH:24][CH2:23][CH2:22][CH:21]([NH:20][C:3]1[S:4]/[C:5](=[CH:9]\[C:10]2[CH:11]=[C:12]3[C:17](=[CH:18][CH:19]=2)[N:16]=[CH:15][CH:14]=[CH:13]3)/[C:6](=[O:8])[N:7]=1)[C:25]1[CH:30]=[CH:29][CH:28]=[CH:27][CH:26]=1. (3) The product is: [Cl:8][C:6]1[CH:5]=[C:4]([O:28][CH:23]([C:18]2[CH:19]=[CH:20][CH:21]=[CH:22][C:17]=2[N:13]2[C:14]([CH3:16])=[CH:15][C:11]([CH3:10])=[N:12]2)[C:24]([F:25])([F:27])[F:26])[N:3]=[C:2]([NH2:1])[N:7]=1. Given the reactants [NH2:1][C:2]1[N:7]=[C:6]([Cl:8])[CH:5]=[C:4](Cl)[N:3]=1.[CH3:10][C:11]1[CH:15]=[C:14]([CH3:16])[N:13]([C:17]2[CH:22]=[CH:21][CH:20]=[CH:19][C:18]=2[CH:23]([OH:28])[C:24]([F:27])([F:26])[F:25])[N:12]=1.[H-].[Na+], predict the reaction product. (4) Given the reactants Cl.CN(C)C.[CH3:6][C:7]1[CH:12]=[CH:11][C:10]([S:13](Cl)(=[O:15])=[O:14])=[CH:9][CH:8]=1.[Cl:17][C:18]1[CH:19]=[C:20](/[C:29](/[C:36]2[NH:41][C:40](=[O:42])[C:39]([CH3:43])=[CH:38][CH:37]=2)=[CH:30]\[CH:31]2[CH2:35][CH2:34][CH2:33][CH2:32]2)[CH:21]=[CH:22][C:23]=1[S:24][CH2:25][CH2:26][CH2:27][OH:28].CN(C)CCN, predict the reaction product. The product is: [CH3:6][C:7]1[CH:12]=[CH:11][C:10]([S:13]([O:28][CH2:27][CH2:26][CH2:25][S:24][C:23]2[CH:22]=[CH:21][C:20](/[C:29](/[C:36]3[NH:41][C:40](=[O:42])[C:39]([CH3:43])=[CH:38][CH:37]=3)=[CH:30]\[CH:31]3[CH2:35][CH2:34][CH2:33][CH2:32]3)=[CH:19][C:18]=2[Cl:17])(=[O:15])=[O:14])=[CH:9][CH:8]=1. (5) Given the reactants [N:1]1([CH2:6][CH:7]2[CH2:12][CH2:11][CH:10]([CH2:13][N:14]3[CH:22]=[C:21]4[C:16]([N:17]=[CH:18][N:19]=[C:20]4Cl)=[N:15]3)[CH2:9][CH2:8]2)[CH:5]=[CH:4][CH:3]=[N:2]1.CCN(C(C)C)C(C)C.[NH2:33][CH2:34][C:35]1[C:36]([CH3:57])=[CH:37][C:38]([N:42](C(OC(C)(C)C)=O)C(=O)OC(C)(C)C)=[N:39][C:40]=1[CH3:41].CCOC(C)=O, predict the reaction product. The product is: [N:1]1([CH2:6][CH:7]2[CH2:12][CH2:11][CH:10]([CH2:13][N:14]3[CH:22]=[C:21]4[C:16]([N:17]=[CH:18][N:19]=[C:20]4[NH:33][CH2:34][C:35]4[C:40]([CH3:41])=[N:39][C:38]([NH2:42])=[CH:37][C:36]=4[CH3:57])=[N:15]3)[CH2:9][CH2:8]2)[CH:5]=[CH:4][CH:3]=[N:2]1. (6) Given the reactants [CH3:1][C@H:2]1[CH2:6][CH2:5][CH2:4][N:3]1[C:7]1[N:12]=[C:11]([NH:13][C:14]2[C:15]3[N:16]([N:41]=[CH:42][N:43]=3)[CH:17]=[C:18]([C:20]3[CH:21]=[C:22]([CH:38]=[CH:39][CH:40]=3)[CH2:23][NH:24][CH:25]3[CH2:30][CH2:29][N:28](C(OC(C)(C)C)=O)[CH2:27][CH2:26]3)[CH:19]=2)[CH:10]=[CH:9][CH:8]=1.[C:44]([OH:50])([C:46]([F:49])([F:48])[F:47])=[O:45].C(Cl)Cl, predict the reaction product. The product is: [F:47][C:46]([F:49])([F:48])[C:44]([OH:50])=[O:45].[CH3:1][C@H:2]1[CH2:6][CH2:5][CH2:4][N:3]1[C:7]1[N:12]=[C:11]([NH:13][C:14]2[C:15]3[N:16]([N:41]=[CH:42][N:43]=3)[CH:17]=[C:18]([C:20]3[CH:40]=[CH:39][CH:38]=[C:22]([CH2:23][NH:24][CH:25]4[CH2:30][CH2:29][NH:28][CH2:27][CH2:26]4)[CH:21]=3)[CH:19]=2)[CH:10]=[CH:9][CH:8]=1. (7) Given the reactants [CH2:1]([NH:8][C@H:9]([CH2:17][OH:18])[CH2:10][C:11]1[CH:16]=[CH:15][CH:14]=[CH:13][CH:12]=1)[C:2]1[CH:7]=[CH:6][CH:5]=[CH:4][CH:3]=1.CO.[C:21](O[C:21]([O:23][C:24]([CH3:27])([CH3:26])[CH3:25])=[O:22])([O:23][C:24]([CH3:27])([CH3:26])[CH3:25])=[O:22], predict the reaction product. The product is: [C:24]([O:23][C:21]([N:8]([CH2:1][C:2]1[CH:7]=[CH:6][CH:5]=[CH:4][CH:3]=1)[C@H:9]([CH2:17][OH:18])[CH2:10][C:11]1[CH:16]=[CH:15][CH:14]=[CH:13][CH:12]=1)=[O:22])([CH3:27])([CH3:26])[CH3:25].